This data is from Merck oncology drug combination screen with 23,052 pairs across 39 cell lines. The task is: Regression. Given two drug SMILES strings and cell line genomic features, predict the synergy score measuring deviation from expected non-interaction effect. (1) Drug 1: O=S1(=O)NC2(CN1CC(F)(F)F)C1CCC2Cc2cc(C=CCN3CCC(C(F)(F)F)CC3)ccc2C1. Drug 2: N.N.O=C(O)C1(C(=O)O)CCC1.[Pt]. Cell line: UWB1289BRCA1. Synergy scores: synergy=-9.71. (2) Drug 2: Cn1cc(-c2cnn3c(N)c(Br)c(C4CCCNC4)nc23)cn1. Cell line: A375. Synergy scores: synergy=25.3. Drug 1: COc1cccc2c1C(=O)c1c(O)c3c(c(O)c1C2=O)CC(O)(C(=O)CO)CC3OC1CC(N)C(O)C(C)O1. (3) Synergy scores: synergy=35.5. Cell line: A375. Drug 1: O=S1(=O)NC2(CN1CC(F)(F)F)C1CCC2Cc2cc(C=CCN3CCC(C(F)(F)F)CC3)ccc2C1. Drug 2: CCC1=CC2CN(C1)Cc1c([nH]c3ccccc13)C(C(=O)OC)(c1cc3c(cc1OC)N(C)C1C(O)(C(=O)OC)C(OC(C)=O)C4(CC)C=CCN5CCC31C54)C2. (4) Drug 1: COC1=C2CC(C)CC(OC)C(O)C(C)C=C(C)C(OC(N)=O)C(OC)C=CC=C(C)C(=O)NC(=CC1=O)C2=O. Cell line: ZR751. Drug 2: NC1CCCCC1N.O=C(O)C(=O)O.[Pt+2]. Synergy scores: synergy=-8.51. (5) Cell line: RPMI7951. Synergy scores: synergy=1.71. Drug 1: Cc1nc(Nc2ncc(C(=O)Nc3c(C)cccc3Cl)s2)cc(N2CCN(CCO)CC2)n1. Drug 2: CCC1(O)C(=O)OCc2c1cc1n(c2=O)Cc2cc3c(CN(C)C)c(O)ccc3nc2-1. (6) Drug 1: COc1cc(C2c3cc4c(cc3C(OC3OC5COC(C)OC5C(O)C3O)C3COC(=O)C23)OCO4)cc(OC)c1O. Drug 2: O=C(O)C1(Cc2cccc(Nc3nccs3)n2)CCC(Oc2cccc(Cl)c2F)CC1. Cell line: NCIH520. Synergy scores: synergy=-11.5.